From a dataset of Full USPTO retrosynthesis dataset with 1.9M reactions from patents (1976-2016). Predict the reactants needed to synthesize the given product. Given the product [Mg:14].[Br:1][CH2:2][CH2:3][CH2:4][CH2:5][CH2:6][O:7][CH:8]1[CH2:13][CH2:12][CH2:11][CH2:10][O:9]1, predict the reactants needed to synthesize it. The reactants are: [Br:1][CH2:2][CH2:3][CH2:4][CH2:5][CH2:6][O:7][CH:8]1[CH2:13][CH2:12][CH2:11][CH2:10][O:9]1.[Mg:14].